Dataset: Forward reaction prediction with 1.9M reactions from USPTO patents (1976-2016). Task: Predict the product of the given reaction. (1) Given the reactants [CH2:1]1[CH:6]2[CH2:7][CH:8]3[C:10](=[O:11])[CH:4]([CH2:5]2)[CH2:3][CH:2]1[CH2:9]3.[CH3:12][Li].[NH4+].[Cl-], predict the reaction product. The product is: [CH3:12][C:10]1([OH:11])[CH:4]2[CH2:5][CH:6]3[CH2:1][CH:2]([CH2:3]2)[CH2:9][CH:8]1[CH2:7]3. (2) Given the reactants [CH3:1][C:2]1[CH:7]=[C:6]([C:8]2[CH:9]=[CH:10][C:11]3[N:17]4[CH2:18][C@H:14]([CH2:15][CH2:16]4)[NH:13][C:12]=3[N:19]=2)[CH:5]=[CH:4][N:3]=1.C([O:27][C:28](Cl)(Cl)Cl)(OC(Cl)(Cl)Cl)=O.[CH2:32]([C:34]1[N:39]=[C:38]([NH2:40])[CH:37]=[N:36][CH:35]=1)[CH3:33].C(N(CC)CC)C, predict the reaction product. The product is: [CH2:32]([C:34]1[N:39]=[C:38]([NH:40][C:28]([N:13]2[C@@H:14]3[CH2:18][N:17]([CH2:16][CH2:15]3)[C:11]3[CH:10]=[CH:9][C:8]([C:6]4[CH:5]=[CH:4][N:3]=[C:2]([CH3:1])[CH:7]=4)=[N:19][C:12]2=3)=[O:27])[CH:37]=[N:36][CH:35]=1)[CH3:33]. (3) Given the reactants Cl[C:2]1[CH:3]=[CH:4][C:5]([N+:12]([O-:14])=[O:13])=[C:6]([CH:11]=1)[C:7]([O:9][CH3:10])=[O:8].[C:15](=[O:18])([O-])[O-].[K+].[K+], predict the reaction product. The product is: [CH3:10][O:9][C:7](=[O:8])[C:6]1[CH:11]=[CH:2][CH:3]=[C:4]([O:18][C:15]2[CH:4]=[CH:3][CH:2]=[CH:11][CH:6]=2)[C:5]=1[N+:12]([O-:14])=[O:13]. (4) Given the reactants Br[C:2]1[CH:10]=[C:9]2[C:5]([C:6]([CH3:14])([CH3:13])[C:7](=[O:12])[N:8]2[CH3:11])=[CH:4][CH:3]=1.[F:15][C:16]([F:23])([F:22])[C:17]1[N:18]=[CH:19][NH:20][CH:21]=1.C(=O)([O-])[O-].[K+].[K+].CNCCNC, predict the reaction product. The product is: [CH3:11][N:8]1[C:9]2[C:5](=[CH:4][CH:3]=[C:2]([N:20]3[CH:21]=[C:17]([C:16]([F:23])([F:22])[F:15])[N:18]=[CH:19]3)[CH:10]=2)[C:6]([CH3:14])([CH3:13])[C:7]1=[O:12]. (5) Given the reactants [NH2:1][CH:2]([CH2:13][O:14][CH3:15])[C:3]([NH:5][CH2:6][C:7]1[CH:12]=[CH:11][CH:10]=[CH:9][CH:8]=1)=[O:4].C(N[C@@H](CC(C)C)C(O)=O)=O, predict the reaction product. The product is: [NH2:1][C@H:2]([CH2:13][O:14][CH3:15])[C:3]([NH:5][CH2:6][C:7]1[CH:12]=[CH:11][CH:10]=[CH:9][CH:8]=1)=[O:4]. (6) Given the reactants [NH2:1][C:2]1[CH:3]=[CH:4][C:5]2[S:9][C:8]([S:10][CH2:11][C:12]([N:14]3[C:23]4[C:18](=[CH:19][CH:20]=[CH:21][CH:22]=4)[CH2:17][CH2:16][CH2:15]3)=[O:13])=[N:7][C:6]=2[CH:24]=1.[CH3:25][S:26](Cl)(=[O:28])=[O:27].N1C=CC=CC=1, predict the reaction product. The product is: [N:14]1([C:12](=[O:13])[CH2:11][S:10][C:8]2[S:9][C:5]3[CH:4]=[CH:3][C:2]([NH:1][S:26]([CH3:25])(=[O:28])=[O:27])=[CH:24][C:6]=3[N:7]=2)[C:23]2[C:18](=[CH:19][CH:20]=[CH:21][CH:22]=2)[CH2:17][CH2:16][CH2:15]1.